This data is from Peptide-MHC class II binding affinity with 134,281 pairs from IEDB. The task is: Regression. Given a peptide amino acid sequence and an MHC pseudo amino acid sequence, predict their binding affinity value. This is MHC class II binding data. (1) The peptide sequence is YDKFLANVSTVHTGK. The MHC is DRB1_0101 with pseudo-sequence DRB1_0101. The binding affinity (normalized) is 0.825. (2) The peptide sequence is LFGKKNLIPSSASPW. The MHC is DRB5_0101 with pseudo-sequence DRB5_0101. The binding affinity (normalized) is 0. (3) The peptide sequence is ISYGGGWRLSAQWQK. The MHC is DRB1_1101 with pseudo-sequence DRB1_1101. The binding affinity (normalized) is 0.477. (4) The peptide sequence is YTVALFLAVALVAGP. The MHC is HLA-DPA10103-DPB10301 with pseudo-sequence HLA-DPA10103-DPB10301. The binding affinity (normalized) is 0.121. (5) The peptide sequence is AELQIVDKIDAAFKI. The MHC is DRB1_0404 with pseudo-sequence DRB1_0404. The binding affinity (normalized) is 0.545. (6) The peptide sequence is KKSAHGSPTFWMGSH. The MHC is HLA-DQA10201-DQB10301 with pseudo-sequence HLA-DQA10201-DQB10301. The binding affinity (normalized) is 0.413. (7) The peptide sequence is HYLALLVKYAAGDGN. The MHC is HLA-DPA10201-DPB10101 with pseudo-sequence HLA-DPA10201-DPB10101. The binding affinity (normalized) is 0.281. (8) The peptide sequence is PEEFAVVDLSKMRAV. The MHC is HLA-DPA10103-DPB10402 with pseudo-sequence HLA-DPA10103-DPB10402. The binding affinity (normalized) is 0.567. (9) The MHC is HLA-DQA10501-DQB10302 with pseudo-sequence HLA-DQA10501-DQB10302. The binding affinity (normalized) is 0.456. The peptide sequence is FSSAGGFFTSVGKGI. (10) The peptide sequence is LVGPFNFRFMSKGGMRNVFDEVIPT. The MHC is DRB1_0405 with pseudo-sequence DRB1_0405. The binding affinity (normalized) is 0.381.